From a dataset of Cav3 T-type calcium channel HTS with 100,875 compounds. Binary Classification. Given a drug SMILES string, predict its activity (active/inactive) in a high-throughput screening assay against a specified biological target. (1) The drug is O(c1cc(CNC(=O)c2c(N)cccc2)ccc1)C. The result is 0 (inactive). (2) The molecule is S(c1nc2CCN(Cc2cc1C#N)C)CC(=O)Nc1ccc(OC)cc1. The result is 0 (inactive).